Dataset: NCI-60 drug combinations with 297,098 pairs across 59 cell lines. Task: Regression. Given two drug SMILES strings and cell line genomic features, predict the synergy score measuring deviation from expected non-interaction effect. (1) Drug 1: CC1=C(C(CCC1)(C)C)C=CC(=CC=CC(=CC(=O)O)C)C. Drug 2: CS(=O)(=O)CCNCC1=CC=C(O1)C2=CC3=C(C=C2)N=CN=C3NC4=CC(=C(C=C4)OCC5=CC(=CC=C5)F)Cl. Cell line: SF-268. Synergy scores: CSS=-5.67, Synergy_ZIP=3.87, Synergy_Bliss=2.02, Synergy_Loewe=-1.24, Synergy_HSA=-2.92. (2) Synergy scores: CSS=1.69, Synergy_ZIP=-0.277, Synergy_Bliss=2.30, Synergy_Loewe=-1.30, Synergy_HSA=1.53. Cell line: HS 578T. Drug 1: CN1C2=C(C=C(C=C2)N(CCCl)CCCl)N=C1CCCC(=O)O.Cl. Drug 2: C(CN)CNCCSP(=O)(O)O. (3) Drug 1: CNC(=O)C1=CC=CC=C1SC2=CC3=C(C=C2)C(=NN3)C=CC4=CC=CC=N4. Drug 2: CCC(=C(C1=CC=CC=C1)C2=CC=C(C=C2)OCCN(C)C)C3=CC=CC=C3.C(C(=O)O)C(CC(=O)O)(C(=O)O)O. Cell line: ACHN. Synergy scores: CSS=7.28, Synergy_ZIP=2.78, Synergy_Bliss=7.54, Synergy_Loewe=5.86, Synergy_HSA=5.47.